This data is from Reaction yield outcomes from USPTO patents with 853,638 reactions. The task is: Predict the reaction yield, written as a fraction of the theoretical maximum amount of product (1.0 means a 100% yield; for example, 0.34 means a 34% yield). (1) The reactants are [C:1]([NH:20][CH2:21][CH2:22]O)([C:14]1[CH:19]=[CH:18][CH:17]=[CH:16][CH:15]=1)([C:8]1[CH:13]=[CH:12][CH:11]=[CH:10][CH:9]=1)[C:2]1[CH:7]=[CH:6][CH:5]=[CH:4][CH:3]=1.C1(P(C2C=CC=CC=2)C2C=CC=CC=2)C=CC=CC=1.N(C(OC(C)C)=O)=NC(OC(C)C)=O.[Cl:57][C:58]1[CH:59]=[C:60]([N:65]2[C:69](=[O:70])[O:68][N:67]=[C:66]2[C:71]2[C:72]([NH:76]C(=O)C(F)(F)F)=[N:73][O:74][N:75]=2)[CH:61]=[CH:62][C:63]=1[F:64]. The catalyst is O1CCCC1.C(OC)(C)(C)C. The product is [Cl:57][C:58]1[CH:59]=[C:60]([N:65]2[C:69](=[O:70])[O:68][N:67]=[C:66]2[C:71]2[C:72]([NH:76][CH2:22][CH2:21][NH:20][C:1]([C:8]3[CH:9]=[CH:10][CH:11]=[CH:12][CH:13]=3)([C:14]3[CH:19]=[CH:18][CH:17]=[CH:16][CH:15]=3)[C:2]3[CH:7]=[CH:6][CH:5]=[CH:4][CH:3]=3)=[N:73][O:74][N:75]=2)[CH:61]=[CH:62][C:63]=1[F:64]. The yield is 0.740. (2) The reactants are [NH:1]1[CH:5]=[CH:4][CH:3]=[C:2]1/[CH:6]=[C:7]1\[C:8](=[O:16])[NH:9][C:10]2[C:15]\1=[CH:14][CH:13]=[CH:12][CH:11]=2.[CH2:17]=O.[NH:19]1[CH2:24][CH2:23][O:22][CH2:21][CH2:20]1. The catalyst is O1CCOCC1.CCO. The product is [N:19]1([CH2:17][N:9]2[C:10]3[C:15](=[CH:14][CH:13]=[CH:12][CH:11]=3)[C:7](=[CH:6][C:2]3[NH:1][CH:5]=[CH:4][CH:3]=3)[C:8]2=[O:16])[CH2:24][CH2:23][O:22][CH2:21][CH2:20]1. The yield is 0.500. (3) The reactants are [F:1][C:2]1[CH:7]=[CH:6][C:5]([O:8][C:9]2[CH:14]=[CH:13][C:12]([N+:15]([O-])=O)=[CH:11][CH:10]=2)=[CH:4][C:3]=1[C:18]([F:21])([F:20])[F:19]. The catalyst is CO.[Pd]. The product is [F:1][C:2]1[CH:7]=[CH:6][C:5]([O:8][C:9]2[CH:10]=[CH:11][C:12]([NH2:15])=[CH:13][CH:14]=2)=[CH:4][C:3]=1[C:18]([F:19])([F:20])[F:21]. The yield is 0.950. (4) The reactants are C([O:3][C:4](=O)[CH2:5][CH2:6][C@H:7]1[CH2:12][CH2:11][C@H:10]([N:13]([C:15]([O:17][C:18]([CH3:21])([CH3:20])[CH3:19])=[O:16])[CH3:14])[CH2:9][CH2:8]1)C.[Li+].[BH4-].Cl. The catalyst is C1COCC1. The product is [C:18]([O:17][C:15](=[O:16])[N:13]([C@H:10]1[CH2:9][CH2:8][C@H:7]([CH2:6][CH2:5][CH2:4][OH:3])[CH2:12][CH2:11]1)[CH3:14])([CH3:19])([CH3:21])[CH3:20]. The yield is 0.730. (5) The reactants are Cl[C:2]1[C:7]([CH3:8])=[C:6]([Cl:9])[N:5]=[CH:4][C:3]=1[C:10]([N:12]1[CH2:17][CH2:16][CH:15]([C:18]2[CH:23]=[CH:22][C:21]([F:24])=[CH:20][CH:19]=2)[CH2:14][CH2:13]1)=[O:11].[F:25][C:26]1[CH:32]=[CH:31][C:29]([NH2:30])=[CH:28][CH:27]=1. No catalyst specified. The product is [Cl:9][C:6]1[N:5]=[CH:4][C:3]([C:10]([N:12]2[CH2:17][CH2:16][CH:15]([C:18]3[CH:23]=[CH:22][C:21]([F:24])=[CH:20][CH:19]=3)[CH2:14][CH2:13]2)=[O:11])=[C:2]([NH:30][C:29]2[CH:31]=[CH:32][C:26]([F:25])=[CH:27][CH:28]=2)[C:7]=1[CH3:8]. The yield is 0.870.